From a dataset of Peptide-MHC class I binding affinity with 185,985 pairs from IEDB/IMGT. Regression. Given a peptide amino acid sequence and an MHC pseudo amino acid sequence, predict their binding affinity value. This is MHC class I binding data. (1) The MHC is HLA-A26:02 with pseudo-sequence HLA-A26:02. The binding affinity (normalized) is 0.0847. The peptide sequence is FLCPTFTLK. (2) The peptide sequence is SHYAFSPM. The MHC is H-2-Kb with pseudo-sequence H-2-Kb. The binding affinity (normalized) is 0.560. (3) The binding affinity (normalized) is 0. The peptide sequence is VFTSAVLLL. The MHC is HLA-A26:01 with pseudo-sequence HLA-A26:01. (4) The peptide sequence is GRRATAILR. The MHC is HLA-B40:01 with pseudo-sequence HLA-B40:01. The binding affinity (normalized) is 0.0847. (5) The peptide sequence is LMWASSGFF. The MHC is HLA-A11:01 with pseudo-sequence HLA-A11:01. The binding affinity (normalized) is 0.0847. (6) The peptide sequence is GTLTKGVFK. The MHC is HLA-A31:01 with pseudo-sequence HLA-A31:01. The binding affinity (normalized) is 0.744. (7) The binding affinity (normalized) is 0.174. The peptide sequence is FQPQNGQAI. The MHC is H-2-Db with pseudo-sequence H-2-Db. (8) The peptide sequence is IIRVTSELL. The MHC is HLA-A03:01 with pseudo-sequence HLA-A03:01. The binding affinity (normalized) is 0.0847. (9) The peptide sequence is FMIDWILDA. The MHC is HLA-B40:01 with pseudo-sequence HLA-B40:01. The binding affinity (normalized) is 0.0847.